Dataset: Forward reaction prediction with 1.9M reactions from USPTO patents (1976-2016). Task: Predict the product of the given reaction. The product is: [OH:26][CH2:25][CH2:27][NH:28][C:4]([C:6]1[S:10][C:9]([O:11][CH2:12][C:13]2[C:14]([C:19]3[CH:20]=[CH:21][CH:22]=[CH:23][CH:24]=3)=[N:15][O:16][C:17]=2[CH3:18])=[N:8][CH:7]=1)=[O:5]. Given the reactants C(O[C:4]([C:6]1[S:10][C:9]([O:11][CH2:12][C:13]2[C:14]([C:19]3[CH:24]=[CH:23][CH:22]=[CH:21][CH:20]=3)=[N:15][O:16][C:17]=2[CH3:18])=[N:8][CH:7]=1)=[O:5])C.[CH2:25]([CH2:27][NH2:28])[OH:26], predict the reaction product.